This data is from NCI-60 drug combinations with 297,098 pairs across 59 cell lines. The task is: Regression. Given two drug SMILES strings and cell line genomic features, predict the synergy score measuring deviation from expected non-interaction effect. (1) Drug 1: C1=C(C(=O)NC(=O)N1)F. Drug 2: C(=O)(N)NO. Cell line: NCI/ADR-RES. Synergy scores: CSS=24.9, Synergy_ZIP=-13.4, Synergy_Bliss=-9.61, Synergy_Loewe=-8.07, Synergy_HSA=-6.83. (2) Drug 1: C1CN1P(=S)(N2CC2)N3CC3. Drug 2: CCC1(C2=C(COC1=O)C(=O)N3CC4=CC5=C(C=CC(=C5CN(C)C)O)N=C4C3=C2)O.Cl. Cell line: UACC-257. Synergy scores: CSS=4.95, Synergy_ZIP=-5.90, Synergy_Bliss=-4.91, Synergy_Loewe=-12.5, Synergy_HSA=-2.99.